Dataset: Reaction yield outcomes from USPTO patents with 853,638 reactions. Task: Predict the reaction yield, written as a fraction of the theoretical maximum amount of product (1.0 means a 100% yield; for example, 0.34 means a 34% yield). (1) The reactants are P(Cl)(Cl)(Cl)=O.[CH3:6][N:7]([CH3:10])[CH:8]=O.C([O:13][CH:14](OCC)[CH2:15][O:16][C:17]1[CH:22]=[CH:21][C:20]([Cl:23])=[C:19]([Cl:24])[CH:18]=1)C.C(=O)([O-])[O-].[K+].[K+]. The catalyst is O.C(Cl)(Cl)Cl. The product is [Cl:24][C:19]1[CH:18]=[C:17]([CH:22]=[CH:21][C:20]=1[Cl:23])[O:16][C:15](=[CH:8][N:7]([CH3:10])[CH3:6])[CH:14]=[O:13]. The yield is 0.520. (2) The yield is 0.790. The reactants are I[C:2]1[CH:7]=[CH:6][C:5]([C:8]2[C:12]([C:13]([OH:15])=[O:14])=[CH:11][O:10][N:9]=2)=[CH:4][CH:3]=1.[C:16]([O:23][CH3:24])(=[O:22])[CH2:17][CH2:18][CH2:19][CH:20]=[CH2:21].C1(C)C=CC=CC=1P(C1C=CC=CC=1C)C1C=CC=CC=1C.Cl. The catalyst is O1CCOCC1.C(N(CC)C(C)C)C.C([O-])(=O)C.[Pd+2].C([O-])(=O)C. The product is [CH3:24][O:23][C:16]([CH2:17][CH2:18][CH2:19][CH:20]=[CH:21][C:2]1[CH:7]=[CH:6][C:5]([C:8]2[C:12]([C:13]([OH:15])=[O:14])=[CH:11][O:10][N:9]=2)=[CH:4][CH:3]=1)=[O:22]. (3) The reactants are Br[C:2]1[N:7]=[C:6]2[N:8]([CH2:11][C:12]3[CH:13]=[C:14]4[C:19](=[CH:20][CH:21]=3)[N:18]=[CH:17][CH:16]=[CH:15]4)[N:9]=[N:10][C:5]2=[N:4][CH:3]=1.C(=O)([O-])[O-].[K+].[K+].[NH:28]1[CH2:32][CH2:31][CH:30]([C:33]([OH:35])=[O:34])[CH2:29]1. The catalyst is C(O)CCC. The product is [N:18]1[C:19]2[C:14](=[CH:13][C:12]([CH2:11][N:8]3[C:6]4=[N:7][C:2]([N:28]5[CH2:32][CH2:31][CH:30]([C:33]([OH:35])=[O:34])[CH2:29]5)=[CH:3][N:4]=[C:5]4[N:10]=[N:9]3)=[CH:21][CH:20]=2)[CH:15]=[CH:16][CH:17]=1. The yield is 0.390. (4) The reactants are [F:1][C:2]([F:22])([F:21])[C:3]1[CH:4]=[CH:5][C:6]([N:9]2[CH:13]=[C:12](/[CH:14]=[CH:15]/[C:16]([O:18][CH2:19][CH3:20])=[O:17])[CH:11]=[N:10]2)=[N:7][CH:8]=1.[O-]S(C(F)(F)F)(=O)=O.[CH2:31]([S+]1CCCC1)[C:32]1[CH:37]=[CH:36][CH:35]=[CH:34][CH:33]=1.[SH3+].C1OCCOCCOCCOC1.[Li+].C[Si]([N-][Si](C)(C)C)(C)C. No catalyst specified. The product is [CH2:19]([O:18][C:16]([C@H:15]1[C@H:14]([C:12]2[CH:11]=[N:10][N:9]([C:6]3[CH:5]=[CH:4][C:3]([C:2]([F:1])([F:21])[F:22])=[CH:8][N:7]=3)[CH:13]=2)[C@H:31]1[C:32]1[CH:37]=[CH:36][CH:35]=[CH:34][CH:33]=1)=[O:17])[CH3:20]. The yield is 0.610.